From a dataset of NCI-60 drug combinations with 297,098 pairs across 59 cell lines. Regression. Given two drug SMILES strings and cell line genomic features, predict the synergy score measuring deviation from expected non-interaction effect. (1) Drug 1: C1C(C(OC1N2C=NC3=C(N=C(N=C32)Cl)N)CO)O. Drug 2: C1=NC(=NC(=O)N1C2C(C(C(O2)CO)O)O)N. Cell line: IGROV1. Synergy scores: CSS=13.0, Synergy_ZIP=-3.41, Synergy_Bliss=2.34, Synergy_Loewe=1.58, Synergy_HSA=2.63. (2) Drug 2: CC1CCC2CC(C(=CC=CC=CC(CC(C(=O)C(C(C(=CC(C(=O)CC(OC(=O)C3CCCCN3C(=O)C(=O)C1(O2)O)C(C)CC4CCC(C(C4)OC)OCCO)C)C)O)OC)C)C)C)OC. Drug 1: C1=CC(=CC=C1CCCC(=O)O)N(CCCl)CCCl. Cell line: NCI-H522. Synergy scores: CSS=32.2, Synergy_ZIP=-2.92, Synergy_Bliss=2.72, Synergy_Loewe=6.87, Synergy_HSA=8.42.